From a dataset of Full USPTO retrosynthesis dataset with 1.9M reactions from patents (1976-2016). Predict the reactants needed to synthesize the given product. (1) Given the product [CH:1]([NH:4][C:5]1[N:6]=[C:7]([C:12]2[O:16][N:15]=[C:14]([C:17]3[CH:18]=[CH:19][C:20]([CH:23]([OH:26])[CH2:24][OH:25])=[CH:21][CH:22]=3)[N:13]=2)[CH:8]=[C:9]([CH3:11])[N:10]=1)([CH3:2])[CH3:3], predict the reactants needed to synthesize it. The reactants are: [CH:1]([NH:4][C:5]1[N:10]=[C:9]([CH3:11])[CH:8]=[C:7]([C:12]2[O:16][N:15]=[C:14]([C:17]3[CH:22]=[CH:21][C:20]([CH:23]=[CH2:24])=[CH:19][CH:18]=3)[N:13]=2)[N:6]=1)([CH3:3])[CH3:2].[OH2:25].[OH2:26].C[N+]1([O-])CCOCC1. (2) Given the product [Cl:1][C:2]1[C:3]([C:4]#[N:5])=[CH:6][CH:7]=[C:8]2[C:9]=1[CH:10]=[CH:11][N:17]2[C@@H:18]([C@@:19]([OH:24])([CH3:25])[C:20]([F:23])([F:22])[F:21])[CH3:26], predict the reactants needed to synthesize it. The reactants are: [Cl:1][C:2]1[C:9]([C:10]#[C:11][Si](C)(C)C)=[C:8](F)[CH:7]=[CH:6][C:3]=1[C:4]#[N:5].[NH2:17][C@H:18]([CH3:26])[C@:19]([CH3:25])([OH:24])[C:20]([F:23])([F:22])[F:21].CCN(C(C)C)C(C)C.NC1C=CC=CC=1. (3) Given the product [C:3]([C:7]([C:10]([C:13]([CH2:16][O:17][C:7]([C:10]([OH:21])=[O:18])([C:3]([F:6])([F:5])[F:4])[F:8])([F:14])[F:15])([F:11])[F:12])([F:9])[F:8])([F:6])([F:5])[F:4], predict the reactants needed to synthesize it. The reactants are: [H-].[Na+].[C:3]([C:7]([C:10]([C:13]([CH2:16][OH:17])([F:15])[F:14])([F:12])[F:11])([F:9])[F:8])([F:6])([F:5])[F:4].[OH-:18].[Na+].Cl.[OH2:21]. (4) Given the product [CH2:9]([C:13]1[O:14][C:15]2[CH:30]=[CH:29][C:28]([N+:31]([O-:33])=[O:32])=[CH:27][C:16]=2[C:17]=1[C:18]([C:19]1[CH:20]=[CH:21][C:22]([O:25][CH2:35][CH2:36][CH2:37][OH:38])=[CH:23][CH:24]=1)=[O:26])[CH2:10][CH2:11][CH3:12], predict the reactants needed to synthesize it. The reactants are: C(=O)([O-])[O-].[K+].[K+].[I-].[K+].[CH2:9]([C:13]1[O:14][C:15]2[CH:30]=[CH:29][C:28]([N+:31]([O-:33])=[O:32])=[CH:27][C:16]=2[C:17]=1[C:18](=[O:26])[C:19]1[CH:24]=[CH:23][C:22]([OH:25])=[CH:21][CH:20]=1)[CH2:10][CH2:11][CH3:12].Cl[CH2:35][CH2:36][CH2:37][OH:38]. (5) Given the product [CH2:8]([O:15][C:16]1[CH:17]=[C:18]([CH:37]=[CH:38][CH:39]=1)[O:19][C:20]1[CH:27]=[CH:26][C:23]2[CH:24]([CH2:40][CH2:41][CH2:42][O:43][Si:5]([C:1]([CH3:4])([CH3:3])[CH3:2])([CH3:7])[CH3:6])[O:25][B:28]([OH:32])[C:22]=2[CH:21]=1)[C:9]1[CH:10]=[CH:11][CH:12]=[CH:13][CH:14]=1, predict the reactants needed to synthesize it. The reactants are: [C:1]([SiH:5]([CH3:7])[CH3:6])([CH3:4])([CH3:3])[CH3:2].[CH2:8]([O:15][C:16]1[CH:17]=[C:18]([CH:37]=[CH:38][CH:39]=1)[O:19][C:20]1[CH:27]=[CH:26][C:23]([CH:24]=[O:25])=[C:22]([B:28]2[O:32]C(C)(C)C(C)(C)O2)[CH:21]=1)[C:9]1[CH:14]=[CH:13][CH:12]=[CH:11][CH:10]=1.[CH2:40]1C[O:43][CH2:42][CH2:41]1. (6) Given the product [F:21][C:18]1([F:22])[CH2:19][CH2:20][N:16]([S:13]([C:10]2[CH:11]=[CH:12][C:7]([B:23]3[O:27][C:26]([CH3:29])([CH3:28])[C:25]([CH3:31])([CH3:30])[O:24]3)=[CH:8][CH:9]=2)(=[O:15])=[O:14])[CH2:17]1, predict the reactants needed to synthesize it. The reactants are: C([O-])(=O)C.[K+].Br[C:7]1[CH:12]=[CH:11][C:10]([S:13]([N:16]2[CH2:20][CH2:19][C:18]([F:22])([F:21])[CH2:17]2)(=[O:15])=[O:14])=[CH:9][CH:8]=1.[B:23]1([B:23]2[O:27][C:26]([CH3:29])([CH3:28])[C:25]([CH3:31])([CH3:30])[O:24]2)[O:27][C:26]([CH3:29])([CH3:28])[C:25]([CH3:31])([CH3:30])[O:24]1. (7) Given the product [NH:1]1[C:9]2[C:4](=[CH:5][CH:6]=[C:7]([CH:10]([C:16]3[CH:17]=[CH:18][CH:19]=[CH:20][CH:21]=3)[CH2:11][C:12]([NH:14][CH3:15])=[O:13])[CH:8]=2)[CH:3]=[N:2]1, predict the reactants needed to synthesize it. The reactants are: [NH:1]1[C:9]2[C:4](=[CH:5][CH:6]=[C:7]([C:10]([C:16]3[CH:21]=[CH:20][CH:19]=[CH:18][CH:17]=3)=[CH:11][C:12]([NH:14][CH3:15])=[O:13])[CH:8]=2)[CH:3]=[N:2]1.N1C2C(=CC=CC=2C(C2C=CC=CC=2)CC(NC)=O)C=C1. (8) The reactants are: [Cl:1][C:2]1[CH:22]=[C:21]([Cl:23])[CH:20]=[CH:19][C:3]=1[CH2:4][N:5]1[C:9]([CH2:10][CH2:11][C:12]([OH:14])=O)=[CH:8][C:7]([O:15][CH:16]([CH3:18])[CH3:17])=[N:6]1.[C:24]1([CH2:30][CH2:31][CH2:32][S:33]([NH2:36])(=[O:35])=[O:34])[CH:29]=[CH:28][CH:27]=[CH:26][CH:25]=1.N12CCCN=C1CCCCC2. Given the product [Cl:1][C:2]1[CH:22]=[C:21]([Cl:23])[CH:20]=[CH:19][C:3]=1[CH2:4][N:5]1[C:9]([CH2:10][CH2:11][C:12]([NH:36][S:33]([CH2:32][CH2:31][CH2:30][C:24]2[CH:29]=[CH:28][CH:27]=[CH:26][CH:25]=2)(=[O:34])=[O:35])=[O:14])=[CH:8][C:7]([O:15][CH:16]([CH3:18])[CH3:17])=[N:6]1, predict the reactants needed to synthesize it. (9) Given the product [Cl:1][C:2]1[CH:7]=[CH:6][CH:5]=[C:4]([Cl:8])[N+:3]=1[O-:10], predict the reactants needed to synthesize it. The reactants are: [Cl:1][C:2]1[CH:7]=[CH:6][CH:5]=[C:4]([Cl:8])[N:3]=1.C(O)(C(F)(F)F)=[O:10].